From a dataset of Forward reaction prediction with 1.9M reactions from USPTO patents (1976-2016). Predict the product of the given reaction. Given the reactants [C:1]([N:4]1[CH2:9][CH2:8][CH:7]([CH2:10][NH:11][C:12]2[CH:13]=[C:14]([C:18]3[C:23]([Cl:24])=[CH:22][N:21]=[C:20]([NH:25][C@H:26]4[CH2:31][CH2:30][C@H:29]([NH:32]C(=O)OCC5C=CC=CC=5)[CH2:28][CH2:27]4)[CH:19]=3)[CH:15]=[N:16][CH:17]=2)[CH2:6][CH2:5]1)(=[O:3])[CH3:2].[Si](I)(C)(C)C, predict the reaction product. The product is: [NH2:32][C@H:29]1[CH2:30][CH2:31][C@H:26]([NH:25][C:20]2[CH:19]=[C:18]([C:14]3[CH:15]=[N:16][CH:17]=[C:12]([NH:11][CH2:10][CH:7]4[CH2:8][CH2:9][N:4]([C:1](=[O:3])[CH3:2])[CH2:5][CH2:6]4)[CH:13]=3)[C:23]([Cl:24])=[CH:22][N:21]=2)[CH2:27][CH2:28]1.